From a dataset of Peptide-MHC class II binding affinity with 134,281 pairs from IEDB. Regression. Given a peptide amino acid sequence and an MHC pseudo amino acid sequence, predict their binding affinity value. This is MHC class II binding data. The peptide sequence is LVVAVGLRVVCA. The MHC is DRB1_0405 with pseudo-sequence DRB1_0405. The binding affinity (normalized) is 0.0715.